This data is from Forward reaction prediction with 1.9M reactions from USPTO patents (1976-2016). The task is: Predict the product of the given reaction. (1) The product is: [Cl:1][C:2]1[CH:3]=[C:4]2[C:9](=[CH:10][CH:11]=1)[N:8]=[C:7]([NH:12][C:13]([N:31]1[CH2:30][CH2:29][N:28]([C:25]3[CH:24]=[CH:23][C:22]([O:21][CH3:20])=[CH:27][CH:26]=3)[CH2:33][CH2:32]1)=[O:17])[C:6]([O:18][CH3:19])=[N:5]2. Given the reactants [Cl:1][C:2]1[CH:3]=[C:4]2[C:9](=[CH:10][CH:11]=1)[N:8]=[C:7]([NH:12][C:13](=[O:17])OCC)[C:6]([O:18][CH3:19])=[N:5]2.[CH3:20][O:21][C:22]1[CH:27]=[CH:26][C:25]([N:28]2[CH2:33][CH2:32][NH:31][CH2:30][CH2:29]2)=[CH:24][CH:23]=1, predict the reaction product. (2) Given the reactants [C:1](Cl)(=[O:3])[CH3:2].[N:5]1[CH:10]=CC=C[CH:6]=1.CN([C:14]1[CH:19]=[C:18]([C:20]([N:22](C)[C:23]2[CH:32]=[C:31]3[C:26]([CH2:27][CH2:28][CH2:29][NH:30]3)=[CH:25][CH:24]=2)=[O:21])[CH:17]=[CH:16][C:15]=1[C:34]1[CH:39]=[CH:38][CH:37]=[CH:36][CH:35]=1)C.[C:40](=O)([O-])[O-].[K+].[K+], predict the reaction product. The product is: [C:1]([N:30]1[C:31]2[C:26](=[CH:25][CH:24]=[C:23]([NH:22][C:20]([C:18]3[CH:17]=[CH:16][C:15]([C:34]4[CH:39]=[CH:38][CH:37]=[CH:36][CH:35]=4)=[CH:14][CH:19]=3)=[O:21])[CH:32]=2)[CH2:27][CH:28]([CH2:6][N:5]([CH3:10])[CH3:40])[CH2:29]1)(=[O:3])[CH3:2]. (3) Given the reactants [O:1]=[C:2]1[CH2:11][CH2:10][C:9]2[C:4](=[CH:5][CH:6]=[C:7](B(O)O)[CH:8]=2)[NH:3]1.Br[C:16]1[CH:21]=[CH:20][C:19]([C:22]([F:25])([F:24])[F:23])=[C:18]([N+:26]([O-:28])=[O:27])[CH:17]=1.O, predict the reaction product. The product is: [N+:26]([C:18]1[CH:17]=[C:16]([C:7]2[CH:8]=[C:9]3[C:4](=[CH:5][CH:6]=2)[NH:3][C:2](=[O:1])[CH2:11][CH2:10]3)[CH:21]=[CH:20][C:19]=1[C:22]([F:23])([F:24])[F:25])([O-:28])=[O:27]. (4) Given the reactants [Cl:1][C:2]1[CH:3]=[N:4][N:5]([C:7]2[CH:12]=[C:11]([CH3:13])[C:10]([C:14]3[C:15](=[O:21])[CH2:16][CH2:17][C:18]=3[O:19][CH3:20])=[C:9]([CH3:22])[CH:8]=2)[CH:6]=1.[Li+].C[Si]([N-][Si](C)(C)C)(C)C.Br[CH2:34][C:35]#[N:36], predict the reaction product. The product is: [Cl:1][C:2]1[CH:3]=[N:4][N:5]([C:7]2[CH:8]=[C:9]([CH3:22])[C:10]([C:14]3[C:15](=[O:21])[CH:16]([CH2:34][C:35]#[N:36])[CH2:17][C:18]=3[O:19][CH3:20])=[C:11]([CH3:13])[CH:12]=2)[CH:6]=1. (5) Given the reactants [NH2:1][C:2]1[CH:19]=[CH:18][C:5]([CH2:6][C:7]2[CH:12]=[CH:11][N:10]=[C:9]3[NH:13][CH:14]=[C:15]([C:16]#[N:17])[C:8]=23)=[C:4]([F:20])[CH:3]=1.Cl[C:22]1[CH:27]=[CH:26][N:25]=[C:24]([NH2:28])[N:23]=1.Cl.[OH-].[Na+], predict the reaction product. The product is: [NH2:28][C:24]1[N:25]=[C:26]([NH:1][C:2]2[CH:19]=[CH:18][C:5]([CH2:6][C:7]3[CH:12]=[CH:11][N:10]=[C:9]4[NH:13][CH:14]=[C:15]([C:16]#[N:17])[C:8]=34)=[C:4]([F:20])[CH:3]=2)[CH:27]=[CH:22][N:23]=1. (6) Given the reactants [C:1]([O:5][C:6](=[O:13])[NH:7][N:8]1[CH:12]=[CH:11][CH:10]=[CH:9]1)([CH3:4])([CH3:3])[CH3:2].[F:14][C:15]1[CH:22]=[CH:21][CH:20]=[C:19]([F:23])[C:16]=1[CH2:17]Cl.[H-].[Na+], predict the reaction product. The product is: [C:1]([O:5][C:6](=[O:13])[N:7]([CH2:17][C:16]1[C:15]([F:14])=[CH:22][CH:21]=[CH:20][C:19]=1[F:23])[N:8]1[CH:12]=[CH:11][CH:10]=[CH:9]1)([CH3:4])([CH3:2])[CH3:3]. (7) Given the reactants [Br:1][C:2]1[CH:7]=[CH:6][C:5](/[CH:8]=[CH:9]/[C:10]2[N:11]([CH2:23][C:24]3[CH:29]=[CH:28][C:27]([NH2:30])=[CH:26][CH:25]=3)[CH:12]=[C:13]([C:15]3[CH:20]=[CH:19][C:18]([Cl:21])=[CH:17][C:16]=3[Cl:22])[N:14]=2)=[CH:4][CH:3]=1.Br[CH:32]([CH3:37])[C:33]([O:35][CH3:36])=[O:34], predict the reaction product. The product is: [CH3:36][O:35][C:33](=[O:34])[CH:32]([NH:30][C:27]1[CH:26]=[CH:25][C:24]([CH2:23][N:11]2[CH:12]=[C:13]([C:15]3[CH:20]=[CH:19][C:18]([Cl:21])=[CH:17][C:16]=3[Cl:22])[N:14]=[C:10]2[CH:9]=[CH:8][C:5]2[CH:4]=[CH:3][C:2]([Br:1])=[CH:7][CH:6]=2)=[CH:29][CH:28]=1)[CH3:37]. (8) Given the reactants N(OCCC(C)C)=O.[F:9][C:10]1[C:15]2[N:16]=[C:17](N)[S:18][C:14]=2[CH:13]=[C:12]([F:20])[CH:11]=1.[ClH:21], predict the reaction product. The product is: [Cl:21][C:17]1[S:18][C:14]2[CH:13]=[C:12]([F:20])[CH:11]=[C:10]([F:9])[C:15]=2[N:16]=1. (9) The product is: [Cl:36][C:29]1[CH:30]=[CH:31][C:32]([OH:34])=[CH:33][C:28]=1[CH2:27][CH2:26][CH2:25][NH:24][C:20]1[N:19]=[C:18]([CH3:37])[C:17]([C:15]([NH:14][C@@H:4]([CH2:5][NH:6][C:7]([C:9]2[S:10][CH:11]=[CH:12][CH:13]=2)=[O:8])[C:3]([OH:38])=[O:2])=[O:16])=[C:22]([CH3:23])[N:21]=1. Given the reactants C[O:2][C:3](=[O:38])[C@@H:4]([NH:14][C:15]([C:17]1[C:18]([CH3:37])=[N:19][C:20]([NH:24][CH2:25][CH2:26][CH2:27][C:28]2[CH:33]=[C:32]([O:34]C)[CH:31]=[CH:30][C:29]=2[Cl:36])=[N:21][C:22]=1[CH3:23])=[O:16])[CH2:5][NH:6][C:7]([C:9]1[S:10][CH:11]=[CH:12][CH:13]=1)=[O:8].B(Br)(Br)Br.C(Cl)Cl.O.[OH-].[Li+], predict the reaction product. (10) The product is: [OH:6][C:5]1[C:7]2[C:28](=[CH:27][C:10]([O:11][CH2:12][C:13]3([NH:16][C:17]([O:19][CH2:20][C:21]4[CH:26]=[CH:25][CH:24]=[CH:23][CH:22]=4)=[O:18])[CH2:14][CH2:15]3)=[C:9]([O:32][CH3:33])[CH:8]=2)[N:29]=[CH:3][CH:4]=1. Given the reactants CN(C)[CH:3]=[CH:4][C:5]([C:7]1[C:28]([N+:29]([O-])=O)=[CH:27][C:10]([O:11][CH2:12][C:13]2([NH:16][C:17]([O:19][CH2:20][C:21]3[CH:26]=[CH:25][CH:24]=[CH:23][CH:22]=3)=[O:18])[CH2:15][CH2:14]2)=[C:9]([O:32][CH3:33])[CH:8]=1)=[O:6], predict the reaction product.